Dataset: Full USPTO retrosynthesis dataset with 1.9M reactions from patents (1976-2016). Task: Predict the reactants needed to synthesize the given product. (1) Given the product [Br:13][C:14]1[C:15]([C:19]([OH:21])=[O:20])=[C:16]([C:37]([OH:36])=[O:26])[S:17][CH:18]=1, predict the reactants needed to synthesize it. The reactants are: C(NC(C)C)(C)C.[Li]CCCC.[Br:13][C:14]1[C:15]([C:19]([OH:21])=[O:20])=[CH:16][S:17][CH:18]=1.CN(P(N(C)C)(N(C)C)=[O:26])C.C1[CH2:37][O:36]CC1. (2) Given the product [CH:15]([O:14][C:4]1[CH:3]=[C:2]([O:1][C:21]2[CH:26]=[CH:25][C:24]([C:27]([F:30])([F:29])[F:28])=[CH:23][N:22]=2)[CH:7]=[CH:6][C:5]=1[CH2:8][CH2:9][C:10]([O:12][CH3:13])=[O:11])([CH3:17])[CH3:16], predict the reactants needed to synthesize it. The reactants are: [OH:1][C:2]1[CH:7]=[CH:6][C:5]([CH2:8][CH2:9][C:10]([O:12][CH3:13])=[O:11])=[C:4]([O:14][CH:15]([CH3:17])[CH3:16])[CH:3]=1.[H-].[Na+].Cl[C:21]1[CH:26]=[CH:25][C:24]([C:27]([F:30])([F:29])[F:28])=[CH:23][N:22]=1.O. (3) The reactants are: C([O:3][C:4](=[O:17])[CH2:5][O:6][C:7]1[CH:12]=[CH:11][C:10]([Br:13])=[CH:9][C:8]=1[C:14](=[O:16])[CH3:15])C.[OH-].[Na+].Cl.C(OCC)(=O)C. Given the product [C:14]([C:8]1[CH:9]=[C:10]([Br:13])[CH:11]=[CH:12][C:7]=1[O:6][CH2:5][C:4]([OH:17])=[O:3])(=[O:16])[CH3:15], predict the reactants needed to synthesize it.